Dataset: Full USPTO retrosynthesis dataset with 1.9M reactions from patents (1976-2016). Task: Predict the reactants needed to synthesize the given product. (1) Given the product [CH:20]([O:19][C:12]1[CH:11]=[C:10]([CH:15]=[CH:14][C:13]=1[N+:16]([O-:18])=[O:17])[O:5][CH2:4][CH2:3][N:2]([CH3:6])[CH3:1])([CH3:22])[CH3:21], predict the reactants needed to synthesize it. The reactants are: [CH3:1][N:2]([CH3:6])[CH2:3][CH2:4][OH:5].[OH-].[K+].F[C:10]1[CH:15]=[CH:14][C:13]([N+:16]([O-:18])=[O:17])=[C:12]([O:19][CH:20]([CH3:22])[CH3:21])[CH:11]=1. (2) Given the product [CH:14]1([NH:20][C:9]2[N:10]=[CH:11][C:6]3[CH:5]=[N:4][CH:3]=[C:2]([I:1])[C:7]=3[N:8]=2)[CH2:19][CH2:18][CH2:17][CH2:16][CH2:15]1, predict the reactants needed to synthesize it. The reactants are: [I:1][C:2]1[C:7]2[N:8]=[C:9](SC)[N:10]=[CH:11][C:6]=2[CH:5]=[N:4][CH:3]=1.[CH:14]1([NH2:20])[CH2:19][CH2:18][CH2:17][CH2:16][CH2:15]1. (3) Given the product [C:1]([O:5][C:6]([N:8]1[C@@H:15]2[C@@H:10]([CH2:11][CH2:12][NH:13][CH2:14]2)[CH2:9]1)=[O:7])([CH3:4])([CH3:2])[CH3:3], predict the reactants needed to synthesize it. The reactants are: [C:1]([O:5][C:6]([N:8]1[C@@H:15]2[C@@H:10]([CH2:11][CH2:12][N:13](C(=O)C(F)(F)F)[CH2:14]2)[CH2:9]1)=[O:7])([CH3:4])([CH3:3])[CH3:2].C([O-])([O-])=O.[K+].[K+].